This data is from Full USPTO retrosynthesis dataset with 1.9M reactions from patents (1976-2016). The task is: Predict the reactants needed to synthesize the given product. (1) The reactants are: Br[CH2:2][C:3]([N:5]1[CH2:10][CH2:9][O:8][CH2:7][CH2:6]1)=[O:4].[Cl:11][C:12]1[CH:20]=[CH:19][CH:18]=[C:17]2[C:13]=1[C:14]([C:21]([NH:23][CH2:24][CH:25]1[CH2:30][CH2:29][C:28]([F:32])([F:31])[CH2:27][CH2:26]1)=[O:22])=[CH:15][NH:16]2. Given the product [F:32][C:28]1([F:31])[CH2:29][CH2:30][CH:25]([CH2:24][NH:23][C:21]([C:14]2[C:13]3[C:17](=[CH:18][CH:19]=[CH:20][C:12]=3[Cl:11])[N:16]([CH2:2][C:3]([N:5]3[CH2:10][CH2:9][O:8][CH2:7][CH2:6]3)=[O:4])[CH:15]=2)=[O:22])[CH2:26][CH2:27]1, predict the reactants needed to synthesize it. (2) Given the product [C:14]([O:18][C:19]([N:21]1[CH2:22][CH:23]=[C:24]([C:2]2[CH:3]=[CH:4][C:5]([C:8]3[N:13]=[CH:12][CH:11]=[CH:10][N:9]=3)=[CH:6][N:7]=2)[CH2:25][CH2:26]1)=[O:20])([CH3:17])([CH3:15])[CH3:16], predict the reactants needed to synthesize it. The reactants are: Br[C:2]1[N:7]=[CH:6][C:5]([C:8]2[N:13]=[CH:12][CH:11]=[CH:10][N:9]=2)=[CH:4][CH:3]=1.[C:14]([O:18][C:19]([N:21]1[CH2:26][CH:25]=[C:24](B(O)O)[CH2:23][CH2:22]1)=[O:20])([CH3:17])([CH3:16])[CH3:15].C(=O)([O-])[O-].[Cs+].[Cs+]. (3) Given the product [Cl:31][C:25]1[C:24]([CH3:32])=[C:23]([NH:22][C@@H:10]([C:11]2[S:12][C:13]([C:16]3[CH:21]=[CH:20][CH:19]=[CH:18][CH:17]=3)=[N:14][N:15]=2)[C@H:9]([OH:8])[CH3:33])[CH:30]=[CH:29][C:26]=1[C:27]#[N:28], predict the reactants needed to synthesize it. The reactants are: [Si]([O:8][C@H:9]([CH3:33])[C@@H:10]([NH:22][C:23]1[CH:30]=[CH:29][C:26]([C:27]#[N:28])=[C:25]([Cl:31])[C:24]=1[CH3:32])[C:11]1[S:12][C:13]([C:16]2[CH:21]=[CH:20][CH:19]=[CH:18][CH:17]=2)=[N:14][N:15]=1)(C(C)(C)C)(C)C.[F-].C([N+](CCCC)(CCCC)CCCC)CCC. (4) Given the product [F:1][C:2]1[CH:7]=[CH:6][C:5]([F:19])=[CH:4][C:3]=1[C:11]1[S:12][CH:13]=[C:14]([C:16]([OH:18])=[O:17])[N:15]=1, predict the reactants needed to synthesize it. The reactants are: [F:1][C:2]1[CH:7]=[C:6](OC)[CH:5]=[C:4](F)[C:3]=1[C:11]1[S:12][CH:13]=[C:14]([C:16]([OH:18])=[O:17])[N:15]=1.[F:19]C1C=CC(F)=CC=1B(O)O. (5) Given the product [CH3:35][N:32]1[CH2:31][CH:30]=[C:29]([C:26]2[CH:27]=[N:28][C:23]([N:21]3[CH2:20][CH2:19][O:18][C@H:17]([CH2:16][N:13]4[C:11]5=[N:12][C:7]([C:5]6[CH:4]=[N:3][N:2]([CH3:1])[CH:6]=6)=[CH:8][N:9]=[C:10]5[N:15]=[N:14]4)[CH2:22]3)=[N:24][CH:25]=2)[CH2:34][CH2:33]1, predict the reactants needed to synthesize it. The reactants are: [CH3:1][N:2]1[CH:6]=[C:5]([C:7]2[N:12]=[C:11]3[N:13]([CH2:16][C@@H:17]4[CH2:22][N:21]([C:23]5[N:28]=[CH:27][C:26]([C:29]6[CH2:34][CH2:33][N:32]([C:35](OC(C)(C)C)=O)[CH2:31][CH:30]=6)=[CH:25][N:24]=5)[CH2:20][CH2:19][O:18]4)[N:14]=[N:15][C:10]3=[N:9][CH:8]=2)[CH:4]=[N:3]1.[OH-].[Na+]. (6) Given the product [CH3:1][C:2]1[CH:10]=[CH:9][CH:8]=[C:7]([N+:11]([O-:13])=[O:12])[C:3]=1[C:4]([O:6][CH3:16])=[O:5], predict the reactants needed to synthesize it. The reactants are: [CH3:1][C:2]1[CH:10]=[CH:9][CH:8]=[C:7]([N+:11]([O-:13])=[O:12])[C:3]=1[C:4]([OH:6])=[O:5].CI.[C:16](=O)([O-])[O-].[K+].[K+]. (7) Given the product [CH:12]1([CH3:13])[CH2:11][CH2:10][CH:9]([C:7]([OH:24])([CH3:8])[CH3:6])[CH:15]([OH:16])[CH2:14]1, predict the reactants needed to synthesize it. The reactants are: S(=O)(=O)(O)O.[CH3:6][C:7](=[CH:9][CH2:10][CH2:11][CH:12]([CH2:14][CH:15]=[O:16])[CH3:13])[CH3:8].C[C@H]1C[C@@H]([OH:24])[C@H](C(C)=C)CC1.[OH-].[Na+].